From a dataset of Reaction yield outcomes from USPTO patents with 853,638 reactions. Predict the reaction yield, written as a fraction of the theoretical maximum amount of product (1.0 means a 100% yield; for example, 0.34 means a 34% yield). (1) The reactants are [CH:1]1([N:7]2[C:11]3[S:12][C:13]([C:15]([O:17][CH3:18])=[O:16])=[CH:14][C:10]=3[N:9]=[C:8]2[C:19]2[CH:24]=[CH:23][C:22]([OH:25])=[CH:21][CH:20]=2)[CH2:6][CH2:5][CH2:4][CH2:3][CH2:2]1.C(=O)([O-])[O-].[K+].[K+].[Cl:32][C:33]1[CH:38]=[CH:37][C:36]([C:39]2[CH:44]=[CH:43][C:42]([N:45]3[CH2:49][CH2:48][CH2:47][C:46]3=[O:50])=[CH:41][C:40]=2[CH2:51]Cl)=[CH:35][CH:34]=1.O. The catalyst is CN(C)C=O. The product is [Cl:32][C:33]1[CH:38]=[CH:37][C:36]([C:39]2[CH:44]=[CH:43][C:42]([N:45]3[CH2:49][CH2:48][CH2:47][C:46]3=[O:50])=[CH:41][C:40]=2[CH2:51][O:25][C:22]2[CH:23]=[CH:24][C:19]([C:8]3[N:7]([CH:1]4[CH2:2][CH2:3][CH2:4][CH2:5][CH2:6]4)[C:11]4[S:12][C:13]([C:15]([O:17][CH3:18])=[O:16])=[CH:14][C:10]=4[N:9]=3)=[CH:20][CH:21]=2)=[CH:35][CH:34]=1. The yield is 0.820. (2) The reactants are [OH-:1].[Na+].Cl.[NH2:4]O.[CH2:6]([C:8]1[C:9]([CH:14]=O)=[N:10][CH:11]=[CH:12][N:13]=1)[CH3:7].Cl. The catalyst is O.C(O)C. The product is [CH2:6]([C:8]1[C:9]([CH:14]=[N:4][OH:1])=[N:10][CH:11]=[CH:12][N:13]=1)[CH3:7]. The yield is 0.340. (3) The product is [C:13]([C:4]1[CH:5]=[C:6]([CH:11]=[CH:12][C:3]=1[O:2][CH3:1])[C:7]([O:9][CH3:10])=[O:8])#[CH:14]. The reactants are [CH3:1][O:2][C:3]1[CH:12]=[CH:11][C:6]([C:7]([O:9][CH3:10])=[O:8])=[CH:5][C:4]=1[C:13]#[C:14][Si](C)(C)C.C(=O)([O-])[O-].[K+].[K+].CO. The yield is 0.640. The catalyst is O1CCCC1.